Predict the reactants needed to synthesize the given product. From a dataset of Full USPTO retrosynthesis dataset with 1.9M reactions from patents (1976-2016). (1) Given the product [F:12][C:13]1[CH:18]=[CH:17][C:16]([N:19]2[C:23]3[CH:24]=[C:25]4[C@:30]([C:32]([C:2]5[S:3][CH:4]=[CH:5][N:6]=5)=[O:33])([CH2:31][C:22]=3[CH:21]=[N:20]2)[CH2:29][N:28]([C:36]([O:38][C:39]([CH3:42])([CH3:41])[CH3:40])=[O:37])[CH2:27][CH2:26]4)=[CH:15][CH:14]=1, predict the reactants needed to synthesize it. The reactants are: Br[C:2]1[S:3][CH:4]=[CH:5][N:6]=1.C([Li])CCC.[F:12][C:13]1[CH:18]=[CH:17][C:16]([N:19]2[C:23]3[CH:24]=[C:25]4[C@:30]([C:32](OC)=[O:33])([CH2:31][C:22]=3[CH:21]=[N:20]2)[CH2:29][N:28]([C:36]([O:38][C:39]([CH3:42])([CH3:41])[CH3:40])=[O:37])[CH2:27][CH2:26]4)=[CH:15][CH:14]=1.O. (2) Given the product [CH3:32]/[C:6](/[CH:7]=[CH:8]/[CH:9]=[C:10](\[C:15]1[CH:20]=[C:19]([C:21]([CH3:22])([CH3:23])[CH3:24])[CH:18]=[C:17]([C:25]([CH3:28])([CH3:27])[CH3:26])[C:16]=1[O:29][CH2:30][CH3:31])/[C:11]([F:12])([F:13])[F:14])=[CH:5]\[C:4]([OH:33])=[O:3], predict the reactants needed to synthesize it. The reactants are: C([O:3][C:4](=[O:33])/[CH:5]=[C:6](\[CH3:32])/[CH:7]=[CH:8]/[CH:9]=[C:10](\[C:15]1[CH:20]=[C:19]([C:21]([CH3:24])([CH3:23])[CH3:22])[CH:18]=[C:17]([C:25]([CH3:28])([CH3:27])[CH3:26])[C:16]=1[O:29][CH2:30][CH3:31])/[C:11]([F:14])([F:13])[F:12])C.[Li+].[OH-]. (3) Given the product [NH:17]1[CH2:18][CH:19]([C:23]2[CH:24]=[C:25]([N:34]([CH2:41][CH3:42])[CH:35]3[CH2:36][CH2:37][O:38][CH2:39][CH2:40]3)[C:26]([CH3:33])=[C:27]([CH:32]=2)[C:28]([O:30][CH3:31])=[O:29])[CH2:20]1, predict the reactants needed to synthesize it. The reactants are: C[Si](Cl)(C)C.BrCCBr.C([N:17]1[CH2:20][CH:19](I)[CH2:18]1)(OC(C)(C)C)=O.Br[C:23]1[CH:24]=[C:25]([N:34]([CH2:41][CH3:42])[CH:35]2[CH2:40][CH2:39][O:38][CH2:37][CH2:36]2)[C:26]([CH3:33])=[C:27]([CH:32]=1)[C:28]([O:30][CH3:31])=[O:29].C(Cl)Cl.[NH4+].[Cl-]. (4) The reactants are: [CH3:1][O:2][C:3]1[CH:8]=[CH:7][C:6]([S:9]([O-:11])=[O:10])=[CH:5][CH:4]=1.[Na+].Br[C:14]1[CH:22]=[CH:21][C:20]2[N:19]([CH3:23])[C:18]3[CH2:24][CH:25]4[NH:29][CH:28]([C:17]=3[C:16]=2[C:15]=1[C:30]([O:32][C:33]([CH3:36])([CH3:35])[CH3:34])=[O:31])[CH2:27][CH2:26]4. Given the product [CH3:1][O:2][C:3]1[CH:4]=[CH:5][C:6]([S:9]([C:14]2[CH:22]=[CH:21][C:20]3[N:19]([CH3:23])[C:18]4[CH2:24][CH:25]5[NH:29][CH:28]([C:17]=4[C:16]=3[C:15]=2[C:30]([O:32][C:33]([CH3:36])([CH3:35])[CH3:34])=[O:31])[CH2:27][CH2:26]5)(=[O:11])=[O:10])=[CH:7][CH:8]=1, predict the reactants needed to synthesize it. (5) Given the product [CH3:1][O:2][C:3]1[CH:4]=[C:5]2[C:10](=[CH:11][C:12]=1[O:13][CH3:14])[N:9]=[CH:8][N:7]=[C:6]2[O:15][C:16]1[CH:17]=[C:18]([NH:19][C:32]([NH:31][C:29]2[O:28][N:27]=[C:26]([CH:23]([CH3:25])[CH3:24])[CH:30]=2)=[O:33])[CH:20]=[CH:21][CH:22]=1, predict the reactants needed to synthesize it. The reactants are: [CH3:1][O:2][C:3]1[CH:4]=[C:5]2[C:10](=[CH:11][C:12]=1[O:13][CH3:14])[N:9]=[CH:8][N:7]=[C:6]2[O:15][C:16]1[CH:17]=[C:18]([CH:20]=[CH:21][CH:22]=1)[NH2:19].[CH:23]([C:26]1[CH:30]=[C:29]([NH:31][C:32](=O)[O:33]C2C=CC=CC=2)[O:28][N:27]=1)([CH3:25])[CH3:24].C(N(CC)C(C)C)(C)C. (6) Given the product [CH2:14]([O:21][C@@H:22]1[C@H:26]([O:27][CH2:28][C:29]2[CH:34]=[CH:33][CH:32]=[CH:31][CH:30]=2)[C@@H:25]([CH2:35][O:36][CH2:37][C:38]2[CH:39]=[CH:40][CH:41]=[CH:42][CH:43]=2)[O:24][CH:23]1[CH2:5][C:3]#[N:4])[C:15]1[CH:20]=[CH:19][CH:18]=[CH:17][CH:16]=1, predict the reactants needed to synthesize it. The reactants are: [H-].[Na+].[C:3]([CH2:5]P(=O)(OCC)OCC)#[N:4].[CH2:14]([O:21][C@@H:22]1[C@H:26]([O:27][CH2:28][C:29]2[CH:34]=[CH:33][CH:32]=[CH:31][CH:30]=2)[C@@H:25]([CH2:35][O:36][CH2:37][C:38]2[CH:43]=[CH:42][CH:41]=[CH:40][CH:39]=2)[O:24][CH:23]1O)[C:15]1[CH:20]=[CH:19][CH:18]=[CH:17][CH:16]=1. (7) Given the product [Cl:1][C:2]1[C:11]2[O:10][CH2:9][CH:8]([CH3:12])[CH2:7][C:6]=2[CH:5]=[C:4]([C:17]([C@H:20]2[CH2:22][C@@H:21]2[C:23]([O:25][CH3:26])=[O:24])=[O:18])[CH:3]=1, predict the reactants needed to synthesize it. The reactants are: [Cl:1][C:2]1[C:11]2[O:10][CH2:9][CH:8]([CH3:12])[CH2:7][C:6]=2[CH:5]=[C:4]([Sn](C)(C)C)[CH:3]=1.[C:17]([C@H:20]1[CH2:22][C@@H:21]1[C:23]([O-:25])=[O:24])(Cl)=[O:18].[C:26]1(C)C=CC=CC=1. (8) Given the product [Cl:1][C:2]1[CH:3]=[CH:4][C:5]([O:35][CH3:36])=[C:6]([CH:34]=1)[CH2:7][CH:8]1[C:14](=[O:15])[N:13]([C:16]([NH:18][C@@H:19]([C:20]([N:22]([CH3:38])[C:23]2[CH:51]=[CH:50][CH:49]=[CH:54][CH:24]=2)=[O:21])[CH2:31][CH3:32])=[O:17])[CH2:12][C:11](=[O:33])[NH:10][CH2:9]1, predict the reactants needed to synthesize it. The reactants are: [Cl:1][C:2]1[CH:3]=[CH:4][C:5]([O:35][CH3:36])=[C:6]([CH:34]=1)[CH2:7][CH:8]1[C:14](=[O:15])[N:13]([C:16]([NH:18][CH:19]([CH2:31][CH3:32])[C:20]([NH:22][CH2:23][C:24](OC(C)(C)C)=O)=[O:21])=[O:17])[CH2:12][C:11](=[O:33])[NH:10][CH2:9]1.Cl.[C:38](OC(=O)CN)(C)(C)C.CN[C:49]1[CH:54]=CC=[CH:51][CH:50]=1.